From a dataset of Full USPTO retrosynthesis dataset with 1.9M reactions from patents (1976-2016). Predict the reactants needed to synthesize the given product. (1) The reactants are: [OH:1][C:2]1[C:3](=[O:19])[N:4]([CH3:18])[C:5]([C:13]([N:15]([CH3:17])[CH3:16])=[O:14])=[C:6]2[C:11]=1[C:10](=O)[NH:9][CH2:8][CH2:7]2.[C:20]([O-:23])([O-])=O.[Cs+].[Cs+].[Cl:26][C:27]1[CH:28]=[C:29]([CH:32]=[CH:33][C:34]=1[F:35])[CH2:30]Br.[H-].[Na+]. Given the product [Cl:26][C:27]1[CH:28]=[C:29]([CH:32]=[CH:33][C:34]=1[F:35])[CH2:10][N:9]1[CH2:8][CH2:7][C:6]2[C:11](=[C:2]([O:1][CH2:30][C:29]3[CH:32]=[CH:33][C:34]([F:35])=[C:27]([Cl:26])[CH:28]=3)[C:3](=[O:19])[N:4]([CH3:18])[C:5]=2[C:13]([N:15]([CH3:16])[CH3:17])=[O:14])[C:20]1=[O:23], predict the reactants needed to synthesize it. (2) Given the product [CH:1]1[C:10]2[C:5](=[CH:6][CH:7]=[CH:8][CH:9]=2)[C:4]([CH2:11][C:12]([OH:14])=[O:13])=[CH:3][N:2]=1, predict the reactants needed to synthesize it. The reactants are: [CH:1]1[C:10]2[C:5](=[CH:6][CH:7]=[CH:8][CH:9]=2)[C:4]([CH2:11][C:12]([O:14]C(C)(C)C)=[O:13])=[CH:3][N:2]=1.C(O)(C(F)(F)F)=O. (3) The reactants are: [CH2:1]([O:8][C:9]1[CH:10]=[C:11]([CH2:17][C:18]#N)[CH:12]=[C:13]([O:15][CH3:16])[CH:14]=1)[C:2]1[CH:7]=[CH:6][CH:5]=[CH:4][CH:3]=1.[OH-:20].[K+].CI.[C:24](=O)([O-])[O-:25].[K+].[K+]. Given the product [CH2:1]([O:8][C:9]1[CH:10]=[C:11]([CH2:17][C:18]([O:25][CH3:24])=[O:20])[CH:12]=[C:13]([O:15][CH3:16])[CH:14]=1)[C:2]1[CH:7]=[CH:6][CH:5]=[CH:4][CH:3]=1, predict the reactants needed to synthesize it. (4) Given the product [NH:11]1[C:19]2[C:14](=[C:15]([N:20]3[CH2:25][CH2:24][N:23]([C:26](=[O:36])[C@H:27]([NH:35][CH:1]=[O:2])[CH2:28][C:29]4[CH:34]=[CH:33][CH:32]=[CH:31][N:30]=4)[CH2:22][CH2:21]3)[CH:16]=[CH:17][CH:18]=2)[CH:13]=[CH:12]1, predict the reactants needed to synthesize it. The reactants are: [CH:1](O)=[O:2].C(OC(=O)C)(=O)C.[NH:11]1[C:19]2[C:14](=[C:15]([N:20]3[CH2:25][CH2:24][N:23]([C:26](=[O:36])[C@H:27]([NH2:35])[CH2:28][C:29]4[CH:34]=[CH:33][CH:32]=[CH:31][N:30]=4)[CH2:22][CH2:21]3)[CH:16]=[CH:17][CH:18]=2)[CH:13]=[CH:12]1.N1(C2C=CC=C3C=2C=CN3)CCNCC1.C(OC(N[C@H](CC1C=CC=CN=1)C(O)=O)=O)(C)(C)C. (5) Given the product [CH2:1]([O:3][C:4](=[O:20])[CH:5]([C:11]1[CH:16]=[CH:15][CH:14]=[C:13]([NH2:17])[CH:12]=1)[CH2:6][CH2:7][CH2:8][CH2:9][CH3:10])[CH3:2], predict the reactants needed to synthesize it. The reactants are: [CH2:1]([O:3][C:4](=[O:20])[CH:5]([C:11]1[CH:16]=[CH:15][CH:14]=[C:13]([N+:17]([O-])=O)[CH:12]=1)[CH2:6][CH2:7][CH2:8][CH2:9][CH3:10])[CH3:2].[H][H]. (6) The reactants are: [NH2:1][C:2]1[C:11]2[CH:10]=[CH:9][C:8]([F:12])=[C:7](Br)[C:6]=2[N:5]=[C:4]2[CH2:14][N:15]([CH3:18])[C:16](=[O:17])[C:3]=12.[F:19][C:20]1[CH:25]=[CH:24][CH:23]=[C:22]([O:26][CH3:27])[C:21]=1B(O)O. Given the product [NH2:1][C:2]1[C:11]2[CH:10]=[CH:9][C:8]([F:12])=[C:7]([C:21]3[C:22]([O:26][CH3:27])=[CH:23][CH:24]=[CH:25][C:20]=3[F:19])[C:6]=2[N:5]=[C:4]2[CH2:14][N:15]([CH3:18])[C:16](=[O:17])[C:3]=12, predict the reactants needed to synthesize it. (7) Given the product [N:22]1([C:2]2[CH:3]=[CH:4][C:5]3[N:6]([C:8]([CH2:11][C:12]4[CH:13]=[C:14]5[C:19](=[CH:20][CH:21]=4)[N:18]=[CH:17][CH:16]=[CH:15]5)=[N:9][N:10]=3)[N:7]=2)[CH:26]=[CH:25][N:24]=[CH:23]1, predict the reactants needed to synthesize it. The reactants are: Cl[C:2]1[CH:3]=[CH:4][C:5]2[N:6]([C:8]([CH2:11][C:12]3[CH:13]=[C:14]4[C:19](=[CH:20][CH:21]=3)[N:18]=[CH:17][CH:16]=[CH:15]4)=[N:9][N:10]=2)[N:7]=1.[NH:22]1[CH:26]=[CH:25][N:24]=[CH:23]1.C(=O)([O-])[O-].[K+].[K+].Cl. (8) Given the product [CH3:1][C:2]1[CH:21]=[CH:20][CH:19]=[C:18]([CH3:22])[C:3]=1[CH2:4][N:5]1[C:13]2[C:8](=[CH:9][CH:10]=[C:11]([C:14]([O-:16])=[O:15])[CH:12]=2)[C:7]([CH3:17])=[N:6]1.[K+:24], predict the reactants needed to synthesize it. The reactants are: [CH3:1][C:2]1[CH:21]=[CH:20][CH:19]=[C:18]([CH3:22])[C:3]=1[CH2:4][N:5]1[C:13]2[C:8](=[CH:9][CH:10]=[C:11]([C:14]([OH:16])=[O:15])[CH:12]=2)[C:7]([CH3:17])=[N:6]1.[OH-].[K+:24]. (9) Given the product [F:1][C:2]1[C:10]([F:11])=[C:9]2[C:5]([C:6]([NH:20][C:21]([N:23]3[CH2:24][CH2:25][CH2:26][CH2:27][CH2:28]3)=[O:22])=[N:7][NH:8]2)=[CH:4][C:3]=1[C:29]1[CH:34]=[CH:33][CH:32]=[CH:31][CH:30]=1, predict the reactants needed to synthesize it. The reactants are: [F:1][C:2]1[C:10]([F:11])=[C:9]2[C:5]([C:6]([NH:20][C:21]([N:23]3[CH2:28][CH2:27][CH2:26][CH2:25][CH2:24]3)=[O:22])=[N:7][N:8]2COCC[Si](C)(C)C)=[CH:4][C:3]=1[C:29]1[CH:34]=[CH:33][CH:32]=[CH:31][CH:30]=1.Cl. (10) Given the product [C:4]([CH2:5][O:6][C:7]1[C:8]2[S:18][CH:17]=[CH:16][C:9]=2[S:10][C:11]=1[C:12]([OH:14])=[O:13])([OH:19])=[O:3], predict the reactants needed to synthesize it. The reactants are: C([O:3][C:4](=[O:19])[CH2:5][O:6][C:7]1[C:8]2[S:18][CH:17]=[CH:16][C:9]=2[S:10][C:11]=1[C:12]([O:14]C)=[O:13])C.O.[OH-].[Li+].